From a dataset of Catalyst prediction with 721,799 reactions and 888 catalyst types from USPTO. Predict which catalyst facilitates the given reaction. (1) Reactant: [I-].[I:2][CH2:3][P+](C1C=CC=CC=1)(C1C=CC=CC=1)C1C=CC=CC=1.CN1CCCN(C)C1=O.[CH:32]([CH2:34][CH2:35][CH2:36][CH2:37][CH2:38][CH2:39][CH2:40][C:41]([O:43][CH3:44])=[O:42])=O. The catalyst class is: 134. Product: [I:2]/[CH:3]=[CH:32]\[CH2:34][CH2:35][CH2:36][CH2:37][CH2:38][CH2:39][CH2:40][C:41]([O:43][CH3:44])=[O:42]. (2) Reactant: Cl.[F:2][C:3]1[CH:4]=[C:5]([CH:18]=[C:19]([F:25])[C:20]=1[S:21]([CH3:24])(=[O:23])=[O:22])[CH2:6][O:7][CH2:8][C@@H:9]1[CH2:11][C@@H:10]1[CH:12]1[CH2:17][CH2:16][NH:15][CH2:14][CH2:13]1.C([O-])([O-])=O.[Cs+].[Cs+].Cl[C:33]1[N:38]=[CH:37][C:36]([CH2:39][O:40][CH3:41])=[CH:35][N:34]=1. Product: [F:2][C:3]1[CH:4]=[C:5]([CH:18]=[C:19]([F:25])[C:20]=1[S:21]([CH3:24])(=[O:22])=[O:23])[CH2:6][O:7][CH2:8][C@@H:9]1[CH2:11][C@@H:10]1[CH:12]1[CH2:13][CH2:14][N:15]([C:33]2[N:38]=[CH:37][C:36]([CH2:39][O:40][CH3:41])=[CH:35][N:34]=2)[CH2:16][CH2:17]1. The catalyst class is: 197. (3) Reactant: [CH2:1]([O:4][C:5]1[C:13]([O:14][CH3:15])=[C:12]([N+:16]([O-:18])=[O:17])[CH:11]=[CH:10][C:6]=1[C:7]([OH:9])=[O:8])[CH:2]=[CH2:3].C([O-])([O-])=O.[K+].[K+].[CH2:25](I)[CH:26]=[CH2:27].CCOC(C)=O. Product: [CH2:1]([O:4][C:5]1[C:13]([O:14][CH3:15])=[C:12]([N+:16]([O-:18])=[O:17])[CH:11]=[CH:10][C:6]=1[C:7]([O:9][CH2:27][CH:26]=[CH2:25])=[O:8])[CH:2]=[CH2:3]. The catalyst class is: 3. (4) The catalyst class is: 139. Product: [Br:1][C:2]1[C:3]([F:13])=[C:4]([Cl:12])[C:5]([F:11])=[C:6]([CH:10]=1)[C:7]([Cl:17])=[O:8]. Reactant: [Br:1][C:2]1[C:3]([F:13])=[C:4]([Cl:12])[C:5]([F:11])=[C:6]([CH:10]=1)[C:7](O)=[O:8].C(Cl)(=O)C([Cl:17])=O. (5) Reactant: [C:1]([O:5][C:6]([N:8]1[CH2:13][CH2:12][N:11]([C:14]2[CH:15]=[C:16]3[C:21](=[CH:22][CH:23]=2)[N:20]=[C:19]([C:24]([O:26]CC)=[O:25])[CH:18]=[N:17]3)[CH2:10][CH2:9]1)=[O:7])([CH3:4])([CH3:3])[CH3:2].[OH-].[Na+]. Product: [C:1]([O:5][C:6]([N:8]1[CH2:9][CH2:10][N:11]([C:14]2[CH:15]=[C:16]3[C:21](=[CH:22][CH:23]=2)[N:20]=[C:19]([C:24]([OH:26])=[O:25])[CH:18]=[N:17]3)[CH2:12][CH2:13]1)=[O:7])([CH3:4])([CH3:2])[CH3:3]. The catalyst class is: 301.